Dataset: Reaction yield outcomes from USPTO patents with 853,638 reactions. Task: Predict the reaction yield, written as a fraction of the theoretical maximum amount of product (1.0 means a 100% yield; for example, 0.34 means a 34% yield). (1) The reactants are [Br:1][C:2]1[C:10]2[S:9][N:8]=[CH:7][C:6]=2[CH:5]=[CH:4][C:3]=1I.[F:12][C:13]1[CH:14]=[C:15](B(O)O)[CH:16]=[CH:17][CH:18]=1.C(=O)([O-])[O-].[K+].[K+].O1CCOCC1. The catalyst is C1C=CC([P]([Pd]([P](C2C=CC=CC=2)(C2C=CC=CC=2)C2C=CC=CC=2)([P](C2C=CC=CC=2)(C2C=CC=CC=2)C2C=CC=CC=2)[P](C2C=CC=CC=2)(C2C=CC=CC=2)C2C=CC=CC=2)(C2C=CC=CC=2)C2C=CC=CC=2)=CC=1.O. The product is [Br:1][C:2]1[C:10]2[S:9][N:8]=[CH:7][C:6]=2[CH:5]=[CH:4][C:3]=1[C:17]1[CH:16]=[CH:15][CH:14]=[C:13]([F:12])[CH:18]=1. The yield is 0.590. (2) The reactants are C1C=CC2N(O)N=NC=2C=1.[NH2:11][C@@H:12]1[CH2:20][C:19]2[C:14](=[CH:15][CH:16]=[CH:17][CH:18]=2)[C@H:13]1[CH2:21][O:22][CH2:23][C:24]([O:26][C:27]([CH3:30])([CH3:29])[CH3:28])=[O:25].CCN=C=NCCCN(C)C.[Cl:42][C:43]1[CH:44]=[C:45]2[C:49](=[CH:50][CH:51]=1)[NH:48][C:47]([C:52](O)=[O:53])=[CH:46]2. The catalyst is CC(N(C)C)=O.O. The product is [C:27]([O:26][C:24](=[O:25])[CH2:23][O:22][CH2:21][C@@H:13]1[C:14]2[C:19](=[CH:18][CH:17]=[CH:16][CH:15]=2)[CH2:20][C@H:12]1[NH:11][C:52]([C:47]1[NH:48][C:49]2[C:45]([CH:46]=1)=[CH:44][C:43]([Cl:42])=[CH:51][CH:50]=2)=[O:53])([CH3:30])([CH3:29])[CH3:28]. The yield is 0.530.